Dataset: Catalyst prediction with 721,799 reactions and 888 catalyst types from USPTO. Task: Predict which catalyst facilitates the given reaction. Product: [CH3:1][O:2][C:3]([C:5]1[C:6](=[O:16])[NH:7][C:8]2[C:13]([CH:14]=1)=[CH:12][CH:11]=[C:10]([NH:19][CH2:22][CH:23]1[CH2:27][O:26][C:25]([CH3:32])([CH3:24])[O:29]1)[N:9]=2)=[O:4]. Reactant: [CH3:1][O:2][C:3]([C:5]1[C:6](=[O:16])[NH:7][C:8]2[C:13]([CH:14]=1)=[CH:12][CH:11]=[C:10](Cl)[N:9]=2)=[O:4].C([N:19]([CH2:22][CH3:23])CC)C.[CH3:24][C:25]1([CH3:32])[O:29]C(NC)[CH2:27][O:26]1.O. The catalyst class is: 16.